This data is from Retrosynthesis with 50K atom-mapped reactions and 10 reaction types from USPTO. The task is: Predict the reactants needed to synthesize the given product. (1) Given the product CCC(c1nc(C)c(C)c(=O)n1Cc1ccccc1)N1CCNCC1c1ccc(C)cc1, predict the reactants needed to synthesize it. The reactants are: CCC(Br)c1nc(C)c(C)c(=O)n1Cc1ccccc1.Cc1ccc(C2CNCCN2)cc1. (2) Given the product COC(=O)c1ccc([C@H](C)NC(=O)c2cc(Cl)ccc2Oc2cccc(C)c2)cc1, predict the reactants needed to synthesize it. The reactants are: COC(=O)c1ccc([C@H](C)N)cc1.Cc1cccc(Oc2ccc(Cl)cc2C(=O)O)c1. (3) Given the product CCOC(=O)N(CC(Cc1cccnc1)c1ccc(O)cc1)S(=O)(=O)c1ccc(Cl)cc1, predict the reactants needed to synthesize it. The reactants are: CCOC(=O)N(CC(Cc1cccnc1)c1ccc(OCOC)cc1)S(=O)(=O)c1ccc(Cl)cc1. (4) Given the product COc1ccc2c(c1)CC(CO)C2, predict the reactants needed to synthesize it. The reactants are: COC(=O)C1Cc2ccc(OC)cc2C1. (5) Given the product CCN(CC)C(=O)COC(=O)c1[nH]c2ccccc2c1Nc1ccncc1, predict the reactants needed to synthesize it. The reactants are: CCN(CC)C(=O)CCl.O=C(O)c1[nH]c2ccccc2c1Nc1ccncc1. (6) The reactants are: CC(C)(C)OC(=O)N1C[C@@H]2C[C@H]1CN2.COc1ccc(Oc2cncc(Br)c2)cc1. Given the product COc1ccc(Oc2cncc(N3C[C@@H]4C[C@H]3CN4C(=O)OC(C)(C)C)c2)cc1, predict the reactants needed to synthesize it.